From a dataset of Full USPTO retrosynthesis dataset with 1.9M reactions from patents (1976-2016). Predict the reactants needed to synthesize the given product. (1) Given the product [C:15]1([S:12]([C:8]2[CH:9]=[N:10][C:11]3[C:6]([CH:7]=2)=[CH:5][CH:4]=[CH:3][C:2]=3[NH:35][CH2:34][CH:31]2[CH2:32][CH2:33][O:28][CH2:29][CH2:30]2)(=[O:14])=[O:13])[CH:20]=[CH:19][CH:18]=[CH:17][CH:16]=1, predict the reactants needed to synthesize it. The reactants are: F[C:2]1[CH:3]=[CH:4][CH:5]=[C:6]2[C:11]=1[N:10]=[CH:9][C:8]([S:12]([C:15]1[CH:20]=[CH:19][CH:18]=[CH:17][CH:16]=1)(=[O:14])=[O:13])=[CH:7]2.C(=O)([O-])[O-].[K+].[K+].Cl.[O:28]1[CH2:33][CH2:32][CH:31]([CH2:34][NH2:35])[CH2:30][CH2:29]1.C(=O)=O.O=O. (2) Given the product [NH2:33][CH2:39][CH2:40][CH2:41][C:8]([C@@H:10]1[CH2:15][CH2:14][CH2:13][N:12]([C:16]([O:18][C:19]([CH3:22])([CH3:21])[CH3:20])=[O:17])[CH2:11]1)([C:4]1[CH:5]=[CH:6][CH:7]=[C:2]([F:1])[C:3]=1[O:23][C:24]1[CH:29]=[CH:28][CH:27]=[C:26]([CH3:30])[CH:25]=1)[OH:9], predict the reactants needed to synthesize it. The reactants are: [F:1][C:2]1[C:3]([O:23][C:24]2[CH:29]=[CH:28][CH:27]=[C:26]([CH3:30])[CH:25]=2)=[C:4]([C:8]([C@@H:10]2[CH2:15][CH2:14][CH2:13][N:12]([C:16]([O:18][C:19]([CH3:22])([CH3:21])[CH3:20])=[O:17])[CH2:11]2)=[O:9])[CH:5]=[CH:6][CH:7]=1.C[Si]1(C)CC[Si](C)(C)[N:33]1[CH2:39][CH2:40][CH2:41][Mg]Cl. (3) Given the product [CH3:1][O:2][CH2:3][CH2:4][O:5][C:6]1[CH:7]=[C:8]2[C:12](=[C:13]([N:15]([CH3:25])[S:16]([C:19]3[CH:24]=[CH:23][CH:22]=[CH:21][N:20]=3)(=[O:17])=[O:18])[CH:14]=1)[NH:11][C:10]([C:26]1[S:27][CH:28]([CH2:31][C:32]([NH2:37])=[O:34])[CH2:29][N:30]=1)=[CH:9]2, predict the reactants needed to synthesize it. The reactants are: [CH3:1][O:2][CH2:3][CH2:4][O:5][C:6]1[CH:7]=[C:8]2[C:12](=[C:13]([N:15]([CH3:25])[S:16]([C:19]3[CH:24]=[CH:23][CH:22]=[CH:21][N:20]=3)(=[O:18])=[O:17])[CH:14]=1)[NH:11][C:10]([C:26]1[S:27][CH:28]([CH2:31][C:32]([OH:34])=O)[CH2:29][N:30]=1)=[CH:9]2.Cl.C[N:37](C)CCCN=C=NCC.CN(C)C=O. (4) Given the product [Br:1][C:2]1[N:7]=[C:6](/[C:8](=[N:27]\[S@@:25]([C:22]([CH3:24])([CH3:23])[CH3:21])=[O:26])/[CH:9]([F:11])[F:10])[C:5]([F:13])=[C:4]([Si:14]([CH2:19][CH3:20])([CH2:17][CH3:18])[CH2:15][CH3:16])[CH:3]=1, predict the reactants needed to synthesize it. The reactants are: [Br:1][C:2]1[N:7]=[C:6]([C:8](=O)[CH:9]([F:11])[F:10])[C:5]([F:13])=[C:4]([Si:14]([CH2:19][CH3:20])([CH2:17][CH3:18])[CH2:15][CH3:16])[CH:3]=1.[CH3:21][C:22]([S@:25]([NH2:27])=[O:26])([CH3:24])[CH3:23].